From a dataset of Forward reaction prediction with 1.9M reactions from USPTO patents (1976-2016). Predict the product of the given reaction. (1) Given the reactants [C:1]([O:5][C:6]([N:8]1[CH2:13][CH:12]=[C:11](C2N=CC3C4N(CCOC=3C=2)C=C(C2N(C(C)C)N=CN=2)N=4)[CH2:10][CH2:9]1)=[O:7])([CH3:4])([CH3:3])[CH3:2], predict the reaction product. The product is: [C:1]([O:5][C:6]([N:8]1[CH2:13][CH2:12][CH2:11][CH2:10][CH2:9]1)=[O:7])([CH3:4])([CH3:2])[CH3:3]. (2) Given the reactants [Br:1][C:2]1[CH:10]=[CH:9][C:5]([C:6]([OH:8])=O)=[CH:4][C:3]=1[CH3:11].[CH3:12][C:13]1[CH:18]=[C:17]([CH3:19])[CH:16]=[CH:15][C:14]=1[N:20]1[CH2:25][CH2:24][NH:23][CH2:22][CH2:21]1, predict the reaction product. The product is: [Br:1][C:2]1[CH:10]=[CH:9][C:5]([C:6]([N:23]2[CH2:24][CH2:25][N:20]([C:14]3[CH:15]=[CH:16][C:17]([CH3:19])=[CH:18][C:13]=3[CH3:12])[CH2:21][CH2:22]2)=[O:8])=[CH:4][C:3]=1[CH3:11]. (3) Given the reactants [NH2:1][C:2]1[NH:3][C:4](=O)[C:5]([C:14]#[N:15])=[C:6]([C:8]2[CH:13]=[CH:12][CH:11]=[CH:10][CH:9]=2)[N:7]=1.P(Cl)(Cl)([Cl:19])=O, predict the reaction product. The product is: [NH2:1][C:2]1[N:3]=[C:4]([Cl:19])[C:5]([C:14]#[N:15])=[C:6]([C:8]2[CH:13]=[CH:12][CH:11]=[CH:10][CH:9]=2)[N:7]=1. (4) The product is: [C@@H:6]1([O:24][C:25]2[C:29]([CH2:30][C:31]3[CH:36]=[CH:35][C:34]([O:37][CH2:38][CH2:39][CH2:40][C:41](=[O:49])[NH:42][C:43]([C:62]([N:64]4[CH2:65][CH2:66][NH:67][CH2:68][CH2:69]4)=[O:63])([CH3:44])[CH3:45])=[CH:33][C:32]=3[CH3:50])=[C:28]([CH:51]([CH3:53])[CH3:52])[NH:27][N:26]=2)[O:7][C@H:8]([CH2:19][OH:20])[C@H:9]([OH:15])[C@H:10]([OH:11])[C@H:5]1[OH:4]. Given the reactants C([O:4][C@@H:5]1[C@@H:10]([O:11]C(=O)C)[C@@H:9]([O:15]C(=O)C)[C@@H:8]([CH2:19][O:20]C(=O)C)[O:7][C@H:6]1[O:24][C:25]1[C:29]([CH2:30][C:31]2[CH:36]=[CH:35][C:34]([O:37][CH2:38][CH2:39][CH2:40][C:41](=[O:49])[NH:42][C:43](C(O)=O)([CH3:45])[CH3:44])=[CH:33][C:32]=2[CH3:50])=[C:28]([CH:51]([CH3:53])[CH3:52])[NH:27][N:26]=1)(=O)C.C(O[C:62]([N:64]1[CH2:69][CH2:68][NH:67][CH2:66][CH2:65]1)=[O:63])C1C=CC=CC=1.C(N1CCNCC1)C1C=CC=CC=1, predict the reaction product. (5) Given the reactants Cl[C:2]1[CH:19]=[C:6]2[C:7]3[C:12]([CH2:13][CH2:14][N:5]2[C:4](=[O:20])[N:3]=1)=[CH:11][C:10]([O:15][CH3:16])=[C:9]([O:17][CH3:18])[CH:8]=3.[Cl:21][C:22]1[CH:27]=[CH:26][CH:25]=[C:24]([Cl:28])[C:23]=1[OH:29].C(=O)([O-])[O-].[K+].[K+], predict the reaction product. The product is: [Cl:21][C:22]1[CH:27]=[CH:26][CH:25]=[C:24]([Cl:28])[C:23]=1[O:29][C:2]1[CH:19]=[C:6]2[C:7]3[C:12]([CH2:13][CH2:14][N:5]2[C:4](=[O:20])[N:3]=1)=[CH:11][C:10]([O:15][CH3:16])=[C:9]([O:17][CH3:18])[CH:8]=3. (6) Given the reactants Br[C:2]1[C:3]([O:12][CH2:13][C:14]([F:17])([F:16])[F:15])=[N:4][CH:5]=[C:6]([CH:11]=1)[C:7]([O:9][CH3:10])=[O:8].C(=O)([O-])[O-].[Cs+].[Cs+].[C:24]1([CH3:30])C=CC=C[CH:25]=1.C1([B-](F)(F)F)CC1.[K+], predict the reaction product. The product is: [CH3:10][O:9][C:7](=[O:8])[C:6]1[CH:11]=[C:2]([CH:30]2[CH2:24][CH2:25]2)[C:3]([O:12][CH2:13][C:14]([F:17])([F:16])[F:15])=[N:4][CH:5]=1.